Dataset: Forward reaction prediction with 1.9M reactions from USPTO patents (1976-2016). Task: Predict the product of the given reaction. Given the reactants [Cl:1][C:2]1[CH:3]=[C:4]([CH:25]=[CH:26][C:27]=1[Cl:28])[CH2:5][N:6]([CH3:24])[C:7]([C:9]1[CH2:10][N:11]([CH2:16][CH2:17][N:18]2[CH2:23][CH2:22][NH:21][CH2:20][CH2:19]2)[C:12](=[O:15])[C:13]=1[OH:14])=[O:8].[F:29][C:30]1[CH:38]=[CH:37][C:33]([C:34](Cl)=[O:35])=[CH:32][CH:31]=1, predict the reaction product. The product is: [Cl:1][C:2]1[CH:3]=[C:4]([CH:25]=[CH:26][C:27]=1[Cl:28])[CH2:5][N:6]([CH3:24])[C:7]([C:9]1[CH2:10][N:11]([CH2:16][CH2:17][N:18]2[CH2:19][CH2:20][N:21]([C:34](=[O:35])[C:33]3[CH:37]=[CH:38][C:30]([F:29])=[CH:31][CH:32]=3)[CH2:22][CH2:23]2)[C:12](=[O:15])[C:13]=1[OH:14])=[O:8].